Task: Predict the reactants needed to synthesize the given product.. Dataset: Full USPTO retrosynthesis dataset with 1.9M reactions from patents (1976-2016) (1) Given the product [Cl:28][C:29]1[CH:38]=[C:37]([O:10][CH2:9][C:8]2[CH:11]=[CH:12][C:5]([O:4][CH3:3])=[CH:6][CH:7]=2)[C:36]2[C:31](=[C:32]([CH3:42])[C:33]([O:40][CH3:41])=[CH:34][CH:35]=2)[N:30]=1, predict the reactants needed to synthesize it. The reactants are: [H-].[Na+].[CH3:3][O:4][C:5]1[CH:12]=[CH:11][C:8]([CH2:9][OH:10])=[CH:7][CH:6]=1.C1OCCOCCOCCOCCOC1.[Cl:28][C:29]1[CH:38]=[C:37](Cl)[C:36]2[C:31](=[C:32]([CH3:42])[C:33]([O:40][CH3:41])=[CH:34][CH:35]=2)[N:30]=1. (2) Given the product [CH:12]([C:10]1[N:11]=[C:4]2[C:3]([CH:2]=[O:1])=[CH:8][CH:7]=[CH:6][N:5]2[CH:9]=1)([CH3:14])[CH3:13], predict the reactants needed to synthesize it. The reactants are: [OH:1][CH2:2][C:3]1[C:4]2[N:5]([CH:9]=[C:10]([CH:12]([CH3:14])[CH3:13])[N:11]=2)[CH:6]=[CH:7][CH:8]=1.[K+].[Br-]. (3) The reactants are: [CH3:1][CH2:2][N:3]([CH2:6][CH2:7][NH:8][C:9]([C:11]1[C:12]([CH3:29])=[C:13](/[CH:17]=[C:18]2/[C:19]3[CH:20]=[C:21]([F:28])[CH:22]=[CH:23][C:24]=3[NH:25][C:26]/2=[O:27])[NH:14][C:15]=1[CH3:16])=[O:10])[CH2:4][CH3:5].[P:30](=[O:34])([OH:33])([OH:32])[OH:31]. Given the product [CH3:1][CH2:2][N:3]([CH2:6][CH2:7][NH:8][C:9]([C:11]1[C:12]([CH3:29])=[C:13](/[CH:17]=[C:18]2/[C:19]3[CH:20]=[C:21]([F:28])[CH:22]=[CH:23][C:24]=3[NH:25][C:26]/2=[O:27])[NH:14][C:15]=1[CH3:16])=[O:10])[CH2:4][CH3:5].[P:30]([O-:34])([O-:33])([O-:32])=[O:31], predict the reactants needed to synthesize it. (4) Given the product [NH2:7][C:8]1[O:9][CH2:10][CH2:11][C@:12]([C:15]2[CH:20]=[C:19]([NH:21][C:30]([C:28]3[S:29][C:25]([Cl:24])=[CH:26][CH:27]=3)=[O:31])[CH:18]=[CH:17][C:16]=2[F:22])([CH3:14])[N:13]=1, predict the reactants needed to synthesize it. The reactants are: C(OC(=O)[NH:7][C:8]1[O:9][CH2:10][CH2:11][C@:12]([C:15]2[CH:20]=[C:19]([NH2:21])[CH:18]=[CH:17][C:16]=2[F:22])([CH3:14])[N:13]=1)(C)(C)C.[Cl:24][C:25]1[S:29][C:28]([C:30](O)=[O:31])=[CH:27][CH:26]=1. (5) Given the product [CH3:1][O:2][C:3]1[CH:12]=[CH:11][C:10]([N:13]2[C:17]([C:18]([F:21])([F:19])[F:20])=[N:16][N:15]=[N:14]2)=[CH:9][C:4]=1[C:5]([OH:7])=[O:6], predict the reactants needed to synthesize it. The reactants are: [CH3:1][O:2][C:3]1[CH:12]=[CH:11][C:10]([N:13]2[C:17]([C:18]([F:21])([F:20])[F:19])=[N:16][N:15]=[N:14]2)=[CH:9][C:4]=1[C:5]([O:7]C)=[O:6].[OH-].[Na+].Cl. (6) Given the product [Cl:15][C:16]1[CH:21]=[CH:20][C:19]([NH:22][C:23](=[O:30])[CH2:24][O:25][CH2:26][C:27]([NH:14][C:10]2[CH:9]=[C:8]([C:5]3[CH:4]=[CH:3][C:2]([F:1])=[CH:7][CH:6]=3)[CH:13]=[CH:12][CH:11]=2)=[O:28])=[C:18]([CH:17]=1)[C:31]([OH:33])=[O:32], predict the reactants needed to synthesize it. The reactants are: [F:1][C:2]1[CH:7]=[CH:6][C:5]([C:8]2[CH:13]=[CH:12][CH:11]=[C:10]([NH2:14])[CH:9]=2)=[CH:4][CH:3]=1.[Cl:15][C:16]1[CH:21]=[CH:20][C:19]([NH:22][C:23](=[O:30])[CH2:24][O:25][CH2:26][C:27](O)=[O:28])=[C:18]([C:31]([O:33]C)=[O:32])[CH:17]=1. (7) The reactants are: [S:1]1[CH:3]([C:4]([CH2:6][CH2:7][CH2:8][CH2:9][CH2:10][CH3:11])=[CH2:5])[CH2:2]1. Given the product [CH2:6]([C:4]1[CH2:3][S:1][CH2:2][CH:5]=1)[CH2:7][CH2:8][CH2:9][CH2:10][CH3:11], predict the reactants needed to synthesize it.